Task: Predict the reactants needed to synthesize the given product.. Dataset: Full USPTO retrosynthesis dataset with 1.9M reactions from patents (1976-2016) Given the product [Br:8][C:7]1[C:2]2[N:3]([CH:19]=[C:14]([C:15]3[O:67][N:66]=[C:64]([C:63]4[CH:62]=[CH:61][C:55]([C:56]([O:58][CH2:59][CH3:60])=[O:57])=[CH:54][C:53]=4[Cl:52])[N:65]=3)[N:1]=2)[CH:4]=[C:5]([C:9]([F:12])([F:10])[F:11])[CH:6]=1, predict the reactants needed to synthesize it. The reactants are: [NH2:1][C:2]1[C:7]([Br:8])=[CH:6][C:5]([C:9]([F:12])([F:11])[F:10])=[CH:4][N:3]=1.Cl[C:14]1[C:15]2N(C=C(C(O)=O)N=2)C=C(C(F)(F)F)[CH:19]=1.CCN=C=NCCCN(C)C.Cl.C1C=CC2N(O)N=NC=2C=1.[Cl:52][C:53]1[CH:54]=[C:55]([CH:61]=[CH:62][C:63]=1[C:64](=[N:66][OH:67])[NH2:65])[C:56]([O:58][CH2:59][CH3:60])=[O:57].